Dataset: Full USPTO retrosynthesis dataset with 1.9M reactions from patents (1976-2016). Task: Predict the reactants needed to synthesize the given product. (1) Given the product [NH2:4][C:3]1[CH:5]=[CH:6][C:7]([CH2:9][CH:10]2[CH2:11][CH2:12][N:13]([CH2:17][C:18]3[CH:19]=[CH:20][C:21]([C:24]([OH:33])([C:25]([F:26])([F:27])[F:28])[C:29]([F:30])([F:31])[F:32])=[CH:22][CH:23]=3)[CH2:14][CH2:15]2)=[CH:8][C:2]=1[Cl:1], predict the reactants needed to synthesize it. The reactants are: [Cl:1][C:2]1[CH:8]=[C:7]([CH2:9][CH:10]2[CH2:15][CH2:14][NH:13][CH2:12][CH2:11]2)[CH:6]=[CH:5][C:3]=1[NH2:4].Br[CH2:17][C:18]1[CH:23]=[CH:22][C:21]([C:24]([OH:33])([C:29]([F:32])([F:31])[F:30])[C:25]([F:28])([F:27])[F:26])=[CH:20][CH:19]=1.C(=O)([O-])[O-].[K+].[K+]. (2) Given the product [CH3:28][NH:29][C:4]([C:6]1[O:7][C:8]2[CH:14]=[CH:13][CH:12]=[C:11]([N:15]3[CH2:20][CH2:19][N:18]([C:21]([O:23][C:24]([CH3:26])([CH3:27])[CH3:25])=[O:22])[CH2:17][CH2:16]3)[C:9]=2[CH:10]=1)=[O:3], predict the reactants needed to synthesize it. The reactants are: C([O:3][C:4]([C:6]1[O:7][C:8]2[CH:14]=[CH:13][CH:12]=[C:11]([N:15]3[CH2:20][CH2:19][N:18]([C:21]([O:23][C:24]([CH3:27])([CH3:26])[CH3:25])=[O:22])[CH2:17][CH2:16]3)[C:9]=2[CH:10]=1)=O)C.[C-:28]#[N:29].[Na+].CN. (3) Given the product [C:24]([O:27][C:12]([CH3:11])([CH3:13])[CH3:17])([CH3:2])([CH3:25])[CH3:23], predict the reactants needed to synthesize it. The reactants are: Cl.[C:2](=O)(O)[O-].[Na+].ClC(O[CH2:11][C:12]1[CH:17]=CC=C[CH:13]=1)=O.N(C(OCC1C=CC=CC=1)=O)[C@H](C(OC)=O)CC1C=[CH:25][C:24]([OH:27])=[CH:23]C=1.OS(O)(=O)=O. (4) Given the product [Cl:25][C:26]1[N:27]=[CH:28][C:29]([C:12]#[C:11][C:9]2[CH:8]=[N:7][CH:6]=[C:5]([CH:10]=2)[C:4]([N:3]=[S@@:2]([CH3:1])(=[O:24])[C:18]2[CH:23]=[CH:22][CH:21]=[CH:20][CH:19]=2)=[O:17])=[CH:30][CH:31]=1, predict the reactants needed to synthesize it. The reactants are: [CH3:1][S@:2](=[O:24])([C:18]1[CH:23]=[CH:22][CH:21]=[CH:20][CH:19]=1)=[N:3][C:4](=[O:17])[C:5]1[CH:10]=[C:9]([C:11]#[C:12][Si](C)(C)C)[CH:8]=[N:7][CH:6]=1.[Cl:25][C:26]1[CH:31]=[CH:30][C:29](I)=[CH:28][N:27]=1. (5) Given the product [C:38]1([C:31]2[C:30]3[C:29]4[C:24](=[CH:25][CH:26]=[CH:27][CH:28]=4)[C:16]4([C:15]5[CH:14]=[CH:13][CH:12]=[C:11]([C:1]6[C:10]7[C:5](=[CH:6][CH:7]=[CH:8][CH:9]=7)[CH:4]=[CH:3][CH:2]=6)[C:23]=5[C:22]5[C:17]4=[CH:18][CH:19]=[CH:20][CH:21]=5)[C:35]=3[CH:34]=[CH:33][CH:32]=2)[C:47]2[C:42](=[CH:43][CH:44]=[CH:45][CH:46]=2)[CH:41]=[CH:40][CH:39]=1, predict the reactants needed to synthesize it. The reactants are: [C:1]1([C:11]2[C:23]3[C:22]4[C:17](=[CH:18][CH:19]=[CH:20][CH:21]=4)[C:16]4([C:35]5[C:34](OC)=[CH:33][CH:32]=[C:31]([C:38]6[C:47]7[C:42](=[CH:43][CH:44]=[CH:45][CH:46]=7)[CH:41]=[CH:40][CH:39]=6)[C:30]=5[C:29]5[C:24]4=[CH:25][CH:26]=[CH:27][CH:28]=5)[C:15]=3[C:14](OC)=[CH:13][CH:12]=2)[C:10]2[C:5](=[CH:6][CH:7]=[CH:8][CH:9]=2)[CH:4]=[CH:3][CH:2]=1.C1(N2C(Cl)=NN=N2)C=CC=CC=1.C([O-])([O-])=O.[K+].[K+]. (6) Given the product [Cl:54][C:52]1[CH:51]=[C:50]([F:55])[C:49]([C:56]2[N:60]=[C:59]([CH3:61])[O:58][N:57]=2)=[C:48]([C:2]2[CH:3]=[C:4]([F:14])[C:5]([C@H:8]([NH:10][C:11](=[O:13])[CH3:12])[CH3:9])=[N:6][CH:7]=2)[CH:53]=1, predict the reactants needed to synthesize it. The reactants are: Br[C:2]1[CH:3]=[C:4]([F:14])[C:5]([C@H:8]([NH:10][C:11](=[O:13])[CH3:12])[CH3:9])=[N:6][CH:7]=1.C([O-])(=O)C.[K+].B1(B2OC(C)(C)C(C)(C)O2)OC(C)(C)C(C)(C)O1.C(Cl)Cl.C(=O)([O-])[O-].[K+].[K+].Br[C:48]1[CH:53]=[C:52]([Cl:54])[CH:51]=[C:50]([F:55])[C:49]=1[C:56]1[N:60]=[C:59]([CH3:61])[O:58][N:57]=1. (7) The reactants are: F[C:2]1[CH:3]=[C:4]([CH2:11][CH2:12][N:13]([CH3:15])[CH3:14])[CH:5]=[CH:6][C:7]=1[N+:8]([O-:10])=[O:9].[OH-].[NH3:17]. Given the product [CH3:14][N:13]([CH3:15])[CH2:12][CH2:11][C:4]1[CH:5]=[CH:6][C:7]([N+:8]([O-:10])=[O:9])=[C:2]([NH2:17])[CH:3]=1, predict the reactants needed to synthesize it. (8) Given the product [O:17]1[CH2:18][CH2:19][N:14]([C:4]2[N:5]=[C:6]([N:8]3[CH2:13][CH2:12][O:11][CH2:10][CH2:9]3)[N:7]=[C:2]([C:25]3[CH:26]=[CH:27][C:22]([C:20]#[N:21])=[CH:23][CH:24]=3)[N:3]=2)[CH2:15][CH2:16]1, predict the reactants needed to synthesize it. The reactants are: Cl[C:2]1[N:7]=[C:6]([N:8]2[CH2:13][CH2:12][O:11][CH2:10][CH2:9]2)[N:5]=[C:4]([N:14]2[CH2:19][CH2:18][O:17][CH2:16][CH2:15]2)[N:3]=1.[C:20]([C:22]1[CH:27]=[CH:26][C:25](B(O)O)=[CH:24][CH:23]=1)#[N:21].